Dataset: Forward reaction prediction with 1.9M reactions from USPTO patents (1976-2016). Task: Predict the product of the given reaction. (1) The product is: [ClH:14].[Cl:14][CH2:10][C:9]1[N:5]([CH2:4][CH:1]2[CH2:3][CH2:2]2)[CH:6]=[N:7][CH:8]=1. Given the reactants [CH:1]1([CH2:4][N:5]2[C:9]([CH2:10]O)=[CH:8][N:7]=[CH:6]2)[CH2:3][CH2:2]1.S(Cl)([Cl:14])=O, predict the reaction product. (2) Given the reactants N(/C(N1CCCCC1)=O)=N\C(N1CCCCC1)=O.[CH3:19][C:20]1([CH3:34])[C:24]([CH3:26])([CH3:25])[O:23][B:22]([C:27]2[CH:32]=[CH:31][C:30]([OH:33])=[CH:29][CH:28]=2)[O:21]1.C1(P(C2C=CC=CC=2)C2C=CC=CC=2)C=CC=CC=1.O[CH:55]1[CH2:60][CH2:59][CH2:58][N:57]([C:61]([O:63][C:64]([CH3:67])([CH3:66])[CH3:65])=[O:62])[CH2:56]1, predict the reaction product. The product is: [CH3:26][C:24]1([CH3:25])[C:20]([CH3:34])([CH3:19])[O:21][B:22]([C:27]2[CH:32]=[CH:31][C:30]([O:33][CH:59]3[CH2:60][CH2:55][CH2:56][N:57]([C:61]([O:63][C:64]([CH3:67])([CH3:66])[CH3:65])=[O:62])[CH2:58]3)=[CH:29][CH:28]=2)[O:23]1. (3) Given the reactants [OH:1][C:2]1[C:7]([OH:8])=[CH:6][CH:5]=[CH:4][N:3]=1.[CH3:9][C:10]1[CH:16]=[CH:15][C:13]([NH2:14])=[CH:12][CH:11]=1, predict the reaction product. The product is: [C:10]1([CH3:9])[CH:16]=[CH:15][C:13]([NH:14][C:5]2[C:4]([NH:14][C:13]3[CH:15]=[CH:16][C:10]([CH3:9])=[CH:11][CH:12]=3)=[N:3][C:2](=[O:1])[C:7](=[O:8])[CH:6]=2)=[CH:12][CH:11]=1. (4) Given the reactants [NH:1]([C:13]([CH3:15])=[O:14])[C@H:2]([C:10]([OH:12])=[O:11])[CH2:3][C:4]1[CH:9]=[CH:8][CH:7]=[CH:6][CH:5]=1.[CH2:16](O)[CH3:17], predict the reaction product. The product is: [NH:1]([C:13]([CH3:15])=[O:14])[C@H:2]([C:10]([O:12][CH2:16][CH3:17])=[O:11])[CH2:3][C:4]1[CH:9]=[CH:8][CH:7]=[CH:6][CH:5]=1. (5) Given the reactants [C:1]([O:5][C:6](=[O:34])[NH:7][C:8]1[CH:13]=[C:12]([CH3:14])[C:11]([CH2:15][NH:16][C:17]([C:19]2[CH:20]=[N:21][N:22]([CH2:24][C:25]3[CH:30]=[CH:29][C:28]([CH2:31]Cl)=[CH:27][CH:26]=3)[CH:23]=2)=[O:18])=[C:10]([CH3:33])[N:9]=1)([CH3:4])([CH3:3])[CH3:2].[C:35]1(=[O:41])[NH:39][C:38](=[O:40])[CH2:37][CH2:36]1.C(=O)([O-])[O-].[K+].[K+], predict the reaction product. The product is: [C:1]([O:5][C:6](=[O:34])[NH:7][C:8]1[CH:13]=[C:12]([CH3:14])[C:11]([CH2:15][NH:16][C:17]([C:19]2[CH:20]=[N:21][N:22]([CH2:24][C:25]3[CH:30]=[CH:29][C:28]([CH2:31][N:39]4[C:35](=[O:41])[CH2:36][CH2:37][C:38]4=[O:40])=[CH:27][CH:26]=3)[CH:23]=2)=[O:18])=[C:10]([CH3:33])[N:9]=1)([CH3:4])([CH3:3])[CH3:2].